This data is from HIV replication inhibition screening data with 41,000+ compounds from the AIDS Antiviral Screen. The task is: Binary Classification. Given a drug SMILES string, predict its activity (active/inactive) in a high-throughput screening assay against a specified biological target. (1) The drug is O=C(NCCO)c1cc2c(cn1)[nH]c1ccccc12. The result is 0 (inactive). (2) The compound is CCC(CC(=O)CCC(=O)Nc1c(C)cccc1C)=NNC(=O)NN. The result is 0 (inactive).